From a dataset of Forward reaction prediction with 1.9M reactions from USPTO patents (1976-2016). Predict the product of the given reaction. (1) Given the reactants [C:1]([O-])([O-])=O.[K+].[K+].CI.[Br:9][C:10]1[CH:19]=[CH:18][C:17]([C:20]([OH:22])=[O:21])=[C:16]2[C:11]=1[CH:12]=[CH:13][CH:14]=[N:15]2, predict the reaction product. The product is: [CH3:1][O:21][C:20]([C:17]1[CH:18]=[CH:19][C:10]([Br:9])=[C:11]2[C:16]=1[N:15]=[CH:14][CH:13]=[CH:12]2)=[O:22]. (2) The product is: [Cl:9][C:10]1[CH:11]=[C:12]([CH:28]=[CH:29][CH:30]=1)[CH2:13][C:14]1[C:15]([CH3:27])=[N:16][C:17]2[N:18]([N:21]=[CH:22][C:23]=2[C:24]([NH:8][CH2:7][CH2:6][CH:2]2[O:3][CH2:4][CH2:5][O:1]2)=[O:25])[C:19]=1[CH3:20]. Given the reactants [O:1]1[CH2:5][CH2:4][O:3][CH:2]1[CH2:6][CH2:7][NH2:8].[Cl:9][C:10]1[CH:11]=[C:12]([CH:28]=[CH:29][CH:30]=1)[CH2:13][C:14]1[C:15]([CH3:27])=[N:16][C:17]2[N:18]([N:21]=[CH:22][C:23]=2[C:24](O)=[O:25])[C:19]=1[CH3:20], predict the reaction product. (3) The product is: [Br-:22].[OH:9][C:8]([C:16]1[CH:21]=[CH:20][CH:19]=[CH:18][CH:17]=1)([C:10]1[CH:15]=[CH:14][CH:13]=[CH:12][CH:11]=1)[C:4]12[CH2:7][N+:1]([CH2:23][CH2:24][CH2:25][O:26][C:27]3[CH:32]=[CH:31][CH:30]=[CH:29][C:28]=3[OH:33])([CH2:6][CH2:5]1)[CH2:2][CH2:3]2. Given the reactants [N:1]12[CH2:7][C:4]([C:8]([C:16]3[CH:21]=[CH:20][CH:19]=[CH:18][CH:17]=3)([C:10]3[CH:15]=[CH:14][CH:13]=[CH:12][CH:11]=3)[OH:9])([CH2:5][CH2:6]1)[CH2:3][CH2:2]2.[Br:22][CH2:23][CH2:24][CH2:25][O:26][C:27]1[CH:32]=[CH:31][CH:30]=[CH:29][C:28]=1[OH:33], predict the reaction product.